Dataset: NCI-60 drug combinations with 297,098 pairs across 59 cell lines. Task: Regression. Given two drug SMILES strings and cell line genomic features, predict the synergy score measuring deviation from expected non-interaction effect. Synergy scores: CSS=3.11, Synergy_ZIP=-2.21, Synergy_Bliss=-1.91, Synergy_Loewe=-0.792, Synergy_HSA=-0.656. Cell line: HS 578T. Drug 2: CN1C(=O)N2C=NC(=C2N=N1)C(=O)N. Drug 1: CCC(=C(C1=CC=CC=C1)C2=CC=C(C=C2)OCCN(C)C)C3=CC=CC=C3.C(C(=O)O)C(CC(=O)O)(C(=O)O)O.